From a dataset of Full USPTO retrosynthesis dataset with 1.9M reactions from patents (1976-2016). Predict the reactants needed to synthesize the given product. (1) Given the product [NH2:20][C@H:17]1[CH2:18][CH2:19][N:15]([C@H:5]2[CH2:6][CH2:7][CH:8]([N:10]([CH:12]([CH3:13])[CH3:14])[CH3:11])[CH2:9][C@H:4]2[CH:1]([CH3:3])[CH3:2])[C:16]1=[O:31], predict the reactants needed to synthesize it. The reactants are: [CH:1]([C@@H:4]1[CH2:9][CH:8]([N:10]([CH:12]([CH3:14])[CH3:13])[CH3:11])[CH2:7][CH2:6][C@@H:5]1[N:15]1[CH2:19][CH2:18][C@H:17]([NH:20]C(=O)OCC2C=CC=CC=2)[C:16]1=[O:31])([CH3:3])[CH3:2]. (2) Given the product [CH:28]1([C:26]([NH:25][C:23]2[N:24]=[C:19]3[CH:18]=[CH:17][C:16]([O:15][C:14]4[CH:31]=[CH:32][C:33]([CH3:34])=[C:12]([NH:11][C:7]([CH:6]5[N:2]([CH3:1])[N:3]=[C:4]([CH3:10])[CH2:5]5)=[O:9])[CH:13]=4)=[N:21][N:20]3[CH:22]=2)=[O:27])[CH2:29][CH2:30]1, predict the reactants needed to synthesize it. The reactants are: [CH3:1][N:2]1[CH:6]([C:7]([OH:9])=O)[CH2:5][C:4]([CH3:10])=[N:3]1.[NH2:11][C:12]1[CH:13]=[C:14]([CH:31]=[CH:32][C:33]=1[CH3:34])[O:15][C:16]1[CH:17]=[CH:18][C:19]2[N:20]([CH:22]=[C:23]([NH:25][C:26]([CH:28]3[CH2:30][CH2:29]3)=[O:27])[N:24]=2)[N:21]=1.F[P-](F)(F)(F)(F)F.N1(OC(N(C)C)=[N+](C)C)C2N=CC=CC=2N=N1.C(N(CC)C(C)C)(C)C. (3) Given the product [OH:31][C@@:24]1([C:22]#[C:23][C:2]2[CH:7]=[CH:6][N:5]=[C:4]([N:8]3[C:16]4[C:11](=[CH:12][C:13]([O:17][CH3:18])=[CH:14][CH:15]=4)[C:10]([C:19]([NH2:21])=[O:20])=[N:9]3)[CH:3]=2)[CH2:28][CH2:27][N:26]([CH3:29])[C:25]1=[O:30], predict the reactants needed to synthesize it. The reactants are: I[C:2]1[CH:7]=[CH:6][N:5]=[C:4]([N:8]2[C:16]3[C:11](=[CH:12][C:13]([O:17][CH3:18])=[CH:14][CH:15]=3)[C:10]([C:19]([NH2:21])=[O:20])=[N:9]2)[CH:3]=1.[C:22]([C@:24]1([OH:31])[CH2:28][CH2:27][N:26]([CH3:29])[C:25]1=[O:30])#[CH:23]. (4) Given the product [N:12]1([CH2:11][CH2:10][C:8]2[O:9][C:5]3[CH:4]=[CH:3][C:2]([NH:1][C:28](=[O:29])[C:27]#[C:26][C:20]4[CH:21]=[CH:22][C:23]([Cl:25])=[CH:24][C:19]=4[Cl:18])=[CH:17][C:6]=3[N:7]=2)[CH2:13][CH2:14][CH2:15][CH2:16]1, predict the reactants needed to synthesize it. The reactants are: [NH2:1][C:2]1[CH:3]=[CH:4][C:5]2[O:9][C:8]([CH2:10][CH2:11][N:12]3[CH2:16][CH2:15][CH2:14][CH2:13]3)=[N:7][C:6]=2[CH:17]=1.[Cl:18][C:19]1[CH:24]=[C:23]([Cl:25])[CH:22]=[CH:21][C:20]=1[C:26]#[C:27][C:28](O)=[O:29].ClCCl.CO.N. (5) The reactants are: [NH2:1][C:2]1[CH:3]=[C:4]2[C:9](=[CH:10][CH:11]=1)[C:8]([O:12][CH3:13])=[N:7][CH:6]=[CH:5]2.I[C:15]1[CH:20]=[CH:19][C:18]([S:21](Cl)(=[O:23])=[O:22])=[CH:17][CH:16]=1.C([Sn](CCCC)(CCCC)[C:30]1[S:31][CH:32]=[CH:33][N:34]=1)CCC. Given the product [CH3:13][O:12][C:8]1[C:9]2[C:4](=[CH:3][C:2]([NH:1][S:21]([C:18]3[CH:19]=[CH:20][C:15]([C:30]4[S:31][CH:32]=[CH:33][N:34]=4)=[CH:16][CH:17]=3)(=[O:23])=[O:22])=[CH:11][CH:10]=2)[CH:5]=[CH:6][N:7]=1, predict the reactants needed to synthesize it.